From a dataset of Forward reaction prediction with 1.9M reactions from USPTO patents (1976-2016). Predict the product of the given reaction. (1) Given the reactants [CH2:1]([O:3][C:4](=[O:20])[C:5]1[CH:10]=[CH:9][CH:8]=[C:7]([O:11][C:12]2[CH:13]=[N:14][C:15]([O:18]C)=[CH:16][CH:17]=2)[CH:6]=1)[CH3:2].I[Si](C)(C)C, predict the reaction product. The product is: [CH2:1]([O:3][C:4](=[O:20])[C:5]1[CH:10]=[CH:9][CH:8]=[C:7]([O:11][C:12]2[CH:13]=[N:14][C:15]([OH:18])=[CH:16][CH:17]=2)[CH:6]=1)[CH3:2]. (2) Given the reactants [Br:1][C:2]1[CH:7]=[CH:6][C:5]([C:8]([CH3:12])([CH3:11])[CH2:9]O)=[CH:4][CH:3]=1.C(N(S(F)(F)[F:19])CC)C, predict the reaction product. The product is: [Br:1][C:2]1[CH:7]=[CH:6][C:5]([C:8]([CH3:12])([CH3:11])[CH2:9][F:19])=[CH:4][CH:3]=1.